This data is from Catalyst prediction with 721,799 reactions and 888 catalyst types from USPTO. The task is: Predict which catalyst facilitates the given reaction. (1) Product: [Cl:7][C:8]1[CH:9]=[CH:10][C:11]([F:24])=[C:12]([C:14]2[O:18][N:17]=[C:16]([CH2:19][OH:20])[CH:15]=2)[CH:13]=1. The catalyst class is: 1. Reactant: [H-].[Al+3].[Li+].[H-].[H-].[H-].[Cl:7][C:8]1[CH:9]=[CH:10][C:11]([F:24])=[C:12]([C:14]2[O:18][N:17]=[C:16]([C:19](OCC)=[O:20])[CH:15]=2)[CH:13]=1.O.O.O.O.O.O.O.O.O.O.S([O-])([O-])(=O)=O.[Na+].[Na+]. (2) The catalyst class is: 15. Product: [C:1]([C:3]1[C:4]([F:16])=[C:5]([CH:11]=[C:12]([F:15])[C:13]=1[F:14])[C:6]([OH:8])=[O:7])#[N:2]. Reactant: [C:1]([C:3]1[C:4]([F:16])=[C:5]([CH:11]=[C:12]([F:15])[C:13]=1[F:14])[C:6]([O:8]CC)=[O:7])#[N:2].Cl.O. (3) Reactant: [S:1]1[CH:5]=[C:4](B(O)O)[C:3]2[CH:9]=[CH:10][CH:11]=[CH:12][C:2]1=2.[NH2:13][C:14]1[CH:19]=[CH:18][CH:17]=[CH:16][CH:15]=1.O.O=[CH:22][C:23]([OH:25])=[O:24]. Product: [S:1]1[CH:5]=[C:4]([CH:22]([NH:13][C:14]2[CH:19]=[CH:18][CH:17]=[CH:16][CH:15]=2)[C:23]([OH:25])=[O:24])[C:3]2[CH:9]=[CH:10][CH:11]=[CH:12][C:2]1=2. The catalyst class is: 23. (4) Product: [CH2:18]([O:17][C:15]([NH:1][C:2]1[CH:10]=[CH:9][C:5]([C:6]([OH:8])=[O:7])=[CH:4][C:3]=1[CH3:11])=[O:16])[C:19]1[CH:24]=[CH:23][CH:22]=[CH:21][CH:20]=1. Reactant: [NH2:1][C:2]1[CH:10]=[CH:9][C:5]([C:6]([OH:8])=[O:7])=[CH:4][C:3]=1[CH3:11].[OH-].[Na+].Cl[C:15]([O:17][CH2:18][C:19]1[CH:24]=[CH:23][CH:22]=[CH:21][CH:20]=1)=[O:16].C(O)(=O)C. The catalyst class is: 6. (5) Reactant: [H-].[Na+].[F:3][C:4]1[C:9]([F:10])=[CH:8][CH:7]=[CH:6][C:5]=1[C@H:11]1[CH2:17][N:16]2[C:18]([CH2:21][CH2:22][OH:23])=[CH:19][N:20]=[C:15]2[C@H:14]([NH:24][C:25](=[O:31])[O:26][C:27]([CH3:30])([CH3:29])[CH3:28])[CH2:13][CH2:12]1.I[CH3:33]. Product: [F:3][C:4]1[C:9]([F:10])=[CH:8][CH:7]=[CH:6][C:5]=1[C@H:11]1[CH2:17][N:16]2[C:18]([CH2:21][CH2:22][O:23][CH3:33])=[CH:19][N:20]=[C:15]2[C@H:14]([NH:24][C:25](=[O:31])[O:26][C:27]([CH3:28])([CH3:30])[CH3:29])[CH2:13][CH2:12]1. The catalyst class is: 7. (6) Reactant: C[C:2]([C:4]1[C:13](=O)[N:12]([CH3:15])[C:11]2[N:10]=[C:9](C3C=CC(Cl)=CC=3Cl)[C:8](C3C=CC(Cl)=CC=3)=[CH:7][C:6]=2[C:5]=1NC(C)=O)=[O:3].CC1(C)C(C)(C)OB([C:43]2[CH:48]=[CH:47][C:46]([C@@H:49]3[CH2:51][C@H:50]3[C:52]([OH:54])=[O:53])=[CH:45][CH:44]=2)O1.C([O-])([O-])=[O:57].[Na+].[Na+].C1C=CC(P([C:75]2[CH:80]=[CH:79][CH:78]=[CH:77]C=2)C2C=CC=CC=2)=CC=1.[CH2:81](O)[CH2:82]C.C[N:86]([CH:88]=O)C. Product: [CH:88]1([NH:86][C:2]([C:4]2[C:5](=[O:57])[C:6]3[C:11](=[N:10][CH:9]=[CH:8][CH:7]=3)[N:12]([C:15]3[CH:75]=[C:80]([C:43]4[CH:44]=[CH:45][C:46]([C@@H:49]5[CH2:51][C@H:50]5[C:52]([OH:54])=[O:53])=[CH:47][CH:48]=4)[CH:79]=[CH:78][CH:77]=3)[CH:13]=2)=[O:3])[CH2:82][CH2:81]1. The catalyst class is: 318. (7) Reactant: C(S(N[C@H](C(OC(C)(C)C)=O)CC(O)=O)(=O)=O)CCCCC[CH2:7][CH2:8][CH2:9][CH2:10][CH2:11][CH2:12][CH2:13][CH2:14][CH2:15][CH3:16].ON1C2C=CC=CC=2N=N1.C1(N=C=NC2CCCCC2)CCCCC1. Product: [CH:15]([C:14]1[CH:13]=[CH:12][CH:11]=[CH:10][C:9]=1[CH:8]=[CH2:7])=[CH2:16].[CH2:16]=[CH:15][C:14]1[CH:9]=[CH:10][CH:11]=[CH:12][CH:13]=1. The catalyst class is: 9.